Dataset: Full USPTO retrosynthesis dataset with 1.9M reactions from patents (1976-2016). Task: Predict the reactants needed to synthesize the given product. (1) Given the product [C:24]([O:28][C:29](=[N:56][NH:57][C:58]([NH2:60])=[O:59])[CH2:30][CH:31]([NH:34][C:35](=[O:55])[C@@H:36]1[CH2:40][CH:39]([O:41][CH2:42][C:43]2[CH:44]=[CH:45][CH:46]=[CH:47][CH:48]=2)[CH2:38][N:37]1[C:21](=[O:23])[C@H:17]([CH:18]([CH3:19])[CH3:20])[NH:16][C:14](=[O:15])[C@H:5]([CH2:6][C:7]1[CH:8]=[CH:9][C:10]([OH:13])=[CH:11][CH:12]=1)[NH:4][C:1](=[O:3])[CH3:2])[CH:32]=[O:33])([CH3:27])([CH3:25])[CH3:26], predict the reactants needed to synthesize it. The reactants are: [C:1]([NH:4][C@H:5]([C:14]([NH:16][C@H:17]([C:21]([OH:23])=O)[CH:18]([CH3:20])[CH3:19])=[O:15])[CH2:6][C:7]1[CH:12]=[CH:11][C:10]([OH:13])=[CH:9][CH:8]=1)(=[O:3])[CH3:2].[C:24]([O:28][C:29](=[N:56][NH:57][C:58]([NH2:60])=[O:59])[CH2:30][CH:31]([NH:34][C:35](=[O:55])[C@@H:36]1[CH2:40][CH:39]([O:41][CH2:42][C:43]2[CH:48]=[CH:47][CH:46]=[CH:45][CH:44]=2)[CH2:38][N:37]1C(OCC=C)=O)[CH:32]=[O:33])([CH3:27])([CH3:26])[CH3:25]. (2) Given the product [C:1]([C:5]1[CH:6]=[CH:7][C:8]([S:11]([N:14]([CH2:26][C:27]([OH:29])=[O:28])[C:15]2[CH:16]=[C:17]3[C:22](=[CH:23][CH:24]=2)[N:21]=[CH:20][CH:19]=[CH:18]3)(=[O:12])=[O:13])=[CH:9][CH:10]=1)([CH3:4])([CH3:2])[CH3:3], predict the reactants needed to synthesize it. The reactants are: [C:1]([C:5]1[CH:10]=[CH:9][C:8]([S:11]([NH:14][C:15]2[CH:16]=[C:17]3[C:22](=[CH:23][CH:24]=2)[N:21]=[CH:20][CH:19]=[CH:18]3)(=[O:13])=[O:12])=[CH:7][CH:6]=1)([CH3:4])([CH3:3])[CH3:2].Br[CH2:26][C:27]([O:29]C(C)(C)C)=[O:28]. (3) Given the product [I-:1].[I-:1].[CH2:2]([N+:9]1[CH:14]=[CH:13][CH:12]=[CH:11][CH:10]=1)[CH2:3][CH2:4][CH2:5][CH2:6][CH2:7][N+:9]1[CH:14]=[CH:13][CH:12]=[CH:11][CH:10]=1, predict the reactants needed to synthesize it. The reactants are: [I:1][CH2:2][CH2:3][CH2:4][CH2:5][CH2:6][CH2:7]I.[N:9]1[CH:14]=[CH:13][CH:12]=[CH:11][CH:10]=1. (4) Given the product [CH2:25]([O:24][C:22]([NH:6][CH2:7][CH2:8][CH2:9][CH2:10][C:11]1[CH:19]=[CH:18][C:14]([C:15]([OH:17])=[O:16])=[CH:13][CH:12]=1)=[O:23])[C:26]1[CH:31]=[CH:30][CH:29]=[CH:28][CH:27]=1, predict the reactants needed to synthesize it. The reactants are: C(=O)([O-])O.[Na+].[NH2:6][CH2:7][CH2:8][CH2:9][CH2:10][C:11]1[CH:19]=[CH:18][C:14]([C:15]([OH:17])=[O:16])=[CH:13][CH:12]=1.O.Cl[C:22]([O:24][CH2:25][C:26]1[CH:31]=[CH:30][CH:29]=[CH:28][CH:27]=1)=[O:23]. (5) Given the product [CH3:2][O:3][CH:4]=[CH:24][C:26]1[CH:27]=[C:28]2[C:33](=[CH:34][CH:35]=1)[C:31](=[O:32])[O:30][CH2:29]2, predict the reactants needed to synthesize it. The reactants are: [Cl-].[CH3:2][O:3][CH2:4][P+](C1C=CC=CC=1)(C1C=CC=CC=1)C1C=CC=CC=1.[CH:24]([C:26]1[CH:27]=[C:28]2[C:33](=[CH:34][CH:35]=1)[C:31](=[O:32])[O:30][CH2:29]2)=O. (6) Given the product [C:35]1([CH3:38])[CH:34]=[CH:33][C:32]([S:29]([N:26]2[C:22]3=[N:23][CH:24]=[CH:25][C:20]([C:16]4[CH:15]=[C:14]([CH2:13][OH:12])[CH:19]=[CH:18][CH:17]=4)=[C:21]3[CH:28]=[CH:27]2)(=[O:31])=[O:30])=[CH:37][CH:36]=1, predict the reactants needed to synthesize it. The reactants are: CC(C[Al]CC(C)C)C.C([O:12][C:13](=O)[C:14]1[CH:19]=[CH:18][CH:17]=[C:16]([C:20]2[CH:25]=[CH:24][N:23]=[C:22]3[N:26]([S:29]([C:32]4[CH:37]=[CH:36][C:35]([CH3:38])=[CH:34][CH:33]=4)(=[O:31])=[O:30])[CH:27]=[CH:28][C:21]=23)[CH:15]=1)C.